Predict the reaction yield, written as a fraction of the theoretical maximum amount of product (1.0 means a 100% yield; for example, 0.34 means a 34% yield). From a dataset of Reaction yield outcomes from USPTO patents with 853,638 reactions. The reactants are O([C:9]1[CH:18]=[CH:17][C:16]2[C:11](=[CH:12][CH:13]=[CH:14][CH:15]=2)[C:10]=1[N+:19]([O-:21])=[O:20])S(C(F)(F)F)(=O)=O.[CH3:22][C:23]1[O:27][C:26]([C:28]2[CH:34]=[CH:33][C:31]([NH2:32])=[CH:30][CH:29]=2)=[N:25][N:24]=1. No catalyst specified. The product is [N+:19]([C:10]1[C:11]2[C:16](=[CH:15][CH:14]=[CH:13][CH:12]=2)[CH:17]=[CH:18][C:9]=1[NH:32][C:31]1[CH:30]=[CH:29][C:28]([C:26]2[O:27][C:23]([CH3:22])=[N:24][N:25]=2)=[CH:34][CH:33]=1)([O-:21])=[O:20]. The yield is 0.710.